From a dataset of Reaction yield outcomes from USPTO patents with 853,638 reactions. Predict the reaction yield, written as a fraction of the theoretical maximum amount of product (1.0 means a 100% yield; for example, 0.34 means a 34% yield). The reactants are Br[C:2]1[CH:15]=[C:14]2[C:5]([C:6]3[CH:7]=[CH:8][C:9]([C:16]4[CH:17]=[CH:18][C:19]5[N:23]=[C:22]([C@@H:24]6[CH2:28][CH2:27][CH2:26][N:25]6[C:29]([O:31][C:32]([CH3:35])([CH3:34])[CH3:33])=[O:30])[NH:21][C:20]=5[CH:36]=4)=[CH:10][C:11]=3[CH2:12][CH2:13]2)=[CH:4][CH:3]=1.[B:37]1([B:37]2[O:41][C:40]([CH3:43])([CH3:42])[C:39]([CH3:45])([CH3:44])[O:38]2)[O:41][C:40]([CH3:43])([CH3:42])[C:39]([CH3:45])([CH3:44])[O:38]1.C([O-])(=O)C.[K+]. The catalyst is O1CCOCC1.C1C=CC(P(C2C=CC=CC=2)[C-]2C=CC=C2)=CC=1.C1C=CC(P(C2C=CC=CC=2)[C-]2C=CC=C2)=CC=1.Cl[Pd]Cl.[Fe+2]. The product is [CH3:44][C:39]1([CH3:45])[C:40]([CH3:43])([CH3:42])[O:41][B:37]([C:2]2[CH:15]=[C:14]3[C:5]([C:6]4[CH:7]=[CH:8][C:9]([C:16]5[CH:17]=[CH:18][C:19]6[N:23]=[C:22]([C@@H:24]7[CH2:28][CH2:27][CH2:26][N:25]7[C:29]([O:31][C:32]([CH3:35])([CH3:34])[CH3:33])=[O:30])[NH:21][C:20]=6[CH:36]=5)=[CH:10][C:11]=4[CH2:12][CH2:13]3)=[CH:4][CH:3]=2)[O:38]1. The yield is 0.930.